This data is from Reaction yield outcomes from USPTO patents with 853,638 reactions. The task is: Predict the reaction yield, written as a fraction of the theoretical maximum amount of product (1.0 means a 100% yield; for example, 0.34 means a 34% yield). (1) The reactants are [Br:1][C:2]1[CH:9]=[CH:8][C:5]([C:6]#[N:7])=[C:4]([CH3:10])[CH:3]=1.[Cl-].O[NH3+].C([N:17](C(C)C)CC)(C)C.[O:23]1[CH:27]=[CH:26][CH:25]=[C:24]1[C:28](Cl)=[O:29].C(N=C=NC(C)C)(C)C. The catalyst is CO. The product is [Br:1][C:2]1[CH:9]=[CH:8][C:5]([C:6]2[N:17]=[C:28]([C:24]3[O:23][CH:27]=[CH:26][CH:25]=3)[O:29][N:7]=2)=[C:4]([CH3:10])[CH:3]=1. The yield is 0.360. (2) The yield is 0.810. The reactants are [F:1][CH:2]1[CH2:6][N:5]([C@@H](C2C=CC=CC=2)C)[CH2:4][C@@:3]1([CH3:22])[C:15]([O:17][C:18]([CH3:21])([CH3:20])[CH3:19])=[O:16].[CH2:23]([O:30][C:31](Cl)=[O:32])[C:24]1[CH:29]=[CH:28][CH:27]=[CH:26][CH:25]=1. The catalyst is ClCCl. The product is [CH2:23]([O:30][C:31]([N:5]1[CH2:6][CH:2]([F:1])[C@:3]([CH3:22])([C:15]([O:17][C:18]([CH3:21])([CH3:20])[CH3:19])=[O:16])[CH2:4]1)=[O:32])[C:24]1[CH:29]=[CH:28][CH:27]=[CH:26][CH:25]=1. (3) The reactants are Br[C:2]1[N:6]([S:7]([C:10]2[CH:15]=[CH:14][CH:13]=[C:12]([Cl:16])[CH:11]=2)(=[O:9])=[O:8])[CH:5]=[C:4]([CH2:17][N:18]([CH3:26])[C:19](=[O:25])[O:20][C:21]([CH3:24])([CH3:23])[CH3:22])[CH:3]=1.[F:27][C:28]1[CH:33]=[CH:32][C:31](B(O)O)=[CH:30][CH:29]=1.C(=O)([O-])[O-].[Na+].[Na+]. The catalyst is C1C=CC([P]([Pd]([P](C2C=CC=CC=2)(C2C=CC=CC=2)C2C=CC=CC=2)([P](C2C=CC=CC=2)(C2C=CC=CC=2)C2C=CC=CC=2)[P](C2C=CC=CC=2)(C2C=CC=CC=2)C2C=CC=CC=2)(C2C=CC=CC=2)C2C=CC=CC=2)=CC=1. The product is [Cl:16][C:12]1[CH:11]=[C:10]([S:7]([N:6]2[C:2]([C:31]3[CH:32]=[CH:33][C:28]([F:27])=[CH:29][CH:30]=3)=[CH:3][C:4]([CH2:17][N:18]([CH3:26])[C:19](=[O:25])[O:20][C:21]([CH3:24])([CH3:23])[CH3:22])=[CH:5]2)(=[O:9])=[O:8])[CH:15]=[CH:14][CH:13]=1. The yield is 0.870. (4) The reactants are C(NC(C)C)(C)C.C([Li])CCC.C[Si](C=[N+]=[N-])(C)C.[CH2:20]([N:27]1[CH2:32][CH2:31][C:30](=O)[CH2:29][CH2:28]1)[C:21]1[CH:26]=[CH:25][CH:24]=[CH:23][CH:22]=1.[O:34]1CCC[CH2:35]1. No catalyst specified. The product is [CH2:20]([N:27]1[CH2:32][CH2:31][CH:30]([CH:35]=[O:34])[CH2:29][CH2:28]1)[C:21]1[CH:26]=[CH:25][CH:24]=[CH:23][CH:22]=1. The yield is 0.550. (5) The reactants are C(NC(C)C)(C)C.[F:8][C:9]1[CH:14]=[CH:13][C:12]([N:15]2[C:23]3[C:18](=[CH:19][C:20]([O:24][C@H:25]([C:29]4[CH:34]=[CH:33][CH:32]=[C:31]([O:35][CH3:36])[CH:30]=4)[C@@H:26]([NH2:28])[CH3:27])=[CH:21][CH:22]=3)[CH:17]=[N:16]2)=[CH:11][CH:10]=1.[NH2:37][C:38](=[O:42])[C:39](O)=[O:40].CN(C(ON1N=NC2C=CC=CC1=2)=[N+](C)C)C.F[P-](F)(F)(F)(F)F. The catalyst is ClCCl. The product is [F:8][C:9]1[CH:10]=[CH:11][C:12]([N:15]2[C:23]3[C:18](=[CH:19][C:20]([O:24][C@H:25]([C:29]4[CH:34]=[CH:33][CH:32]=[C:31]([O:35][CH3:36])[CH:30]=4)[C@@H:26]([NH:28][C:39]([C:38]([NH2:37])=[O:42])=[O:40])[CH3:27])=[CH:21][CH:22]=3)[CH:17]=[N:16]2)=[CH:13][CH:14]=1. The yield is 0.690.